This data is from Reaction yield outcomes from USPTO patents with 853,638 reactions. The task is: Predict the reaction yield, written as a fraction of the theoretical maximum amount of product (1.0 means a 100% yield; for example, 0.34 means a 34% yield). (1) The reactants are [Br:1][C:2]1[CH:23]=[C:22]([F:24])[C:5]2[N:6]([CH2:9][C:10]3[CH:21]=[CH:20][C:13]4[N:14]=[C:15](S(C)=O)[S:16][C:12]=4[CH:11]=3)[CH:7]=[N:8][C:4]=2[CH:3]=1.[NH2:25][C@@H:26]1[CH2:31][CH2:30][CH2:29][CH2:28][C@H:27]1[OH:32].CCN(C(C)C)C(C)C. The catalyst is CC(N(C)C)=O. The product is [Br:1][C:2]1[CH:23]=[C:22]([F:24])[C:5]2[N:6]([CH2:9][C:10]3[CH:21]=[CH:20][C:13]4[N:14]=[C:15]([NH:25][C@@H:26]5[CH2:31][CH2:30][CH2:29][CH2:28][C@H:27]5[OH:32])[S:16][C:12]=4[CH:11]=3)[CH:7]=[N:8][C:4]=2[CH:3]=1. The yield is 0.640. (2) The reactants are [C:1]([C:3]1[CH:8]=[CH:7][C:6]([N:9]2[CH2:14][CH2:13][CH2:12][CH2:11][CH2:10]2)=[CH:5][CH:4]=1)#[CH:2].[I:15]I.S([O-])([O-])=O.[Na+].[Na+]. The catalyst is C1COCC1.[H-].[Cl-].C1([Zr+2]C2CC=CC=2)CC=CC=1. The product is [I:15]/[CH:2]=[CH:1]/[C:3]1[CH:8]=[CH:7][C:6]([N:9]2[CH2:14][CH2:13][CH2:12][CH2:11][CH2:10]2)=[CH:5][CH:4]=1. The yield is 0.520. (3) The reactants are [SH:1]CCC(OCC)=O.C(=O)([O-])[O-].[K+].[K+].[Cl:15][C:16]1[CH:17]=[CH:18][C:19]2[N:25]([CH2:26][C:27]([CH3:30])([CH3:29])[CH3:28])[C:24](=[O:31])[C@@H:23]([CH2:32][C:33]3[N:37]=[C:36](Cl)[S:35][N:34]=3)[O:22][C@H:21]([C:39]3[CH:44]=[CH:43][CH:42]=[C:41]([O:45][CH3:46])[C:40]=3[O:47][CH3:48])[C:20]=2[CH:49]=1.[OH-].[Na+].Br[C:53]([CH3:60])([CH3:59])[C:54]([O:56][CH2:57][CH3:58])=[O:55]. The catalyst is C1COCC1. The product is [Cl:15][C:16]1[CH:17]=[CH:18][C:19]2[N:25]([CH2:26][C:27]([CH3:30])([CH3:28])[CH3:29])[C:24](=[O:31])[C@@H:23]([CH2:32][C:33]3[N:37]=[C:36]([S:1][C:53]([CH3:60])([CH3:59])[C:54]([O:56][CH2:57][CH3:58])=[O:55])[S:35][N:34]=3)[O:22][C@H:21]([C:39]3[CH:44]=[CH:43][CH:42]=[C:41]([O:45][CH3:46])[C:40]=3[O:47][CH3:48])[C:20]=2[CH:49]=1. The yield is 0.870.